Dataset: Catalyst prediction with 721,799 reactions and 888 catalyst types from USPTO. Task: Predict which catalyst facilitates the given reaction. (1) Reactant: C(OC([NH:11][C@H:12]1[CH2:17][CH2:16][N:15]([C:18]2[CH:19]=[C:20]([CH:25]=[CH:26][CH:27]=2)[C:21]([O:23][CH3:24])=[O:22])[CH2:14][C@H:13]1[O:28][CH2:29][CH2:30][CH3:31])=O)C1C=CC=CC=1. Product: [NH2:11][C@H:12]1[CH2:17][CH2:16][N:15]([C:18]2[CH:19]=[C:20]([CH:25]=[CH:26][CH:27]=2)[C:21]([O:23][CH3:24])=[O:22])[CH2:14][C@H:13]1[O:28][CH2:29][CH2:30][CH3:31]. The catalyst class is: 719. (2) Reactant: [CH3:1][C@@H:2]1[CH2:8][N:7]([C:9]([C:11]2([CH3:15])[CH2:14][CH2:13][CH2:12]2)=[O:10])[CH2:6][C:5]2[CH:16]=[CH:17][C:18]([C:20]([O:22]C)=O)=[CH:19][C:4]=2[O:3]1.[NH2:24][OH:25].[OH-].[Na+]. Product: [OH:25][NH:24][C:20]([C:18]1[CH:17]=[CH:16][C:5]2[CH2:6][N:7]([C:9]([C:11]3([CH3:15])[CH2:14][CH2:13][CH2:12]3)=[O:10])[CH2:8][C@@H:2]([CH3:1])[O:3][C:4]=2[CH:19]=1)=[O:22]. The catalyst class is: 36. (3) Product: [NH2:19][C:20]1[N:25]=[C:24]([O:14][CH2:13][C:10]2[CH:11]=[CH:12][C:7]([CH2:6][NH:5][C:3](=[O:4])[C:2]([F:15])([F:16])[F:1])=[CH:8][CH:9]=2)[CH:23]=[CH:22][N:21]=1. The catalyst class is: 44. Reactant: [F:1][C:2]([F:16])([F:15])[C:3]([NH:5][CH2:6][C:7]1[CH:12]=[CH:11][C:10]([CH2:13][OH:14])=[CH:9][CH:8]=1)=[O:4].[H-].[Na+].[NH2:19][C:20]1[N:25]=[C:24](Cl)[CH:23]=[CH:22][N:21]=1.O. (4) Reactant: [C:1]1([C:7]2[N:11]=[C:10]([NH2:12])[O:9][N:8]=2)[CH:6]=[CH:5][CH:4]=[CH:3][CH:2]=1.[C:13](Cl)(=[O:20])[C:14]1[CH:19]=[CH:18][CH:17]=[CH:16][CH:15]=1. Product: [C:1]1([C:7]2[N:11]=[C:10]([NH:12][C:13](=[O:20])[C:14]3[CH:19]=[CH:18][CH:17]=[CH:16][CH:15]=3)[O:9][N:8]=2)[CH:2]=[CH:3][CH:4]=[CH:5][CH:6]=1. The catalyst class is: 17. (5) Reactant: [Br:1][C:2]1[CH:3]=[CH:4][C:5]2[C:6]3[N:14]([CH:15]([CH3:19])[CH2:16][CH2:17][OH:18])[C:13]([CH2:20]O)=[N:12][C:7]=3[CH:8]=[N:9][C:10]=2[CH:11]=1.[OH-].[Na+]. Product: [Br:1][C:2]1[CH:11]=[C:10]2[C:5]([C:6]3[N:14]4[CH:15]([CH3:19])[CH2:16][CH2:17][O:18][CH2:20][C:13]4=[N:12][C:7]=3[CH:8]=[N:9]2)=[CH:4][CH:3]=1. The catalyst class is: 33. (6) Reactant: S(Cl)([Cl:3])=O.[I:5][C:6]1[CH:14]=[CH:13][C:9]([C:10](O)=[O:11])=[CH:8][CH:7]=1. Product: [I:5][C:6]1[CH:14]=[CH:13][C:9]([C:10]([Cl:3])=[O:11])=[CH:8][CH:7]=1. The catalyst class is: 59. (7) Reactant: [Cl:1][C:2]1[N:7]=[C:6]([NH:8][CH2:9][CH2:10][CH3:11])[CH:5]=[C:4]([CH3:12])[N:3]=1.[I:13]N1C(=O)CCC1=O.S([O-])(O)=O.[Na+].C(=O)([O-])O.[Na+]. Product: [Cl:1][C:2]1[N:7]=[C:6]([NH:8][CH2:9][CH2:10][CH3:11])[C:5]([I:13])=[C:4]([CH3:12])[N:3]=1. The catalyst class is: 342. (8) Reactant: [F:1][C:2]1[CH:3]=[N:4][C:5]([NH:8][C:9]2[S:10][C:11]3[CH2:17][CH2:16][N:15]([CH2:18][C:19]4[CH:24]=[CH:23][CH:22]=[CH:21][N:20]=4)[C:14]4=[N:25][N:26](CC5C=CC(OC)=CC=5)[CH:27]=[C:13]4[C:12]=3[N:37]=2)=[N:6][CH:7]=1. Product: [F:1][C:2]1[CH:7]=[N:6][C:5]([NH:8][C:9]2[S:10][C:11]3[CH2:17][CH2:16][N:15]([CH2:18][C:19]4[CH:24]=[CH:23][CH:22]=[CH:21][N:20]=4)[C:14]4=[N:25][NH:26][CH:27]=[C:13]4[C:12]=3[N:37]=2)=[N:4][CH:3]=1. The catalyst class is: 67.